This data is from Full USPTO retrosynthesis dataset with 1.9M reactions from patents (1976-2016). The task is: Predict the reactants needed to synthesize the given product. Given the product [Cl:19][C:20]1[CH:21]=[C:22]([CH:23]=[CH:24][C:25]=1[C:26]#[N:27])[O:28][C:8]1[CH:7]=[CH:6][C:5]([S:10]([NH:13][C:14]2[S:15][CH:16]=[CH:17][N:18]=2)(=[O:12])=[O:11])=[CH:4][C:3]=1[C:1]#[N:2], predict the reactants needed to synthesize it. The reactants are: [C:1]([C:3]1[CH:4]=[C:5]([S:10]([NH:13][C:14]2[S:15][CH:16]=[CH:17][N:18]=2)(=[O:12])=[O:11])[CH:6]=[CH:7][C:8]=1F)#[N:2].[Cl:19][C:20]1[CH:21]=[C:22]([OH:28])[CH:23]=[CH:24][C:25]=1[C:26]#[N:27].C(=O)([O-])[O-].[K+].[K+].